This data is from Full USPTO retrosynthesis dataset with 1.9M reactions from patents (1976-2016). The task is: Predict the reactants needed to synthesize the given product. (1) Given the product [F:8][C:4]1[CH:5]=[CH:6][CH:7]=[C:2]([F:1])[C:3]=1[N:9]1[C:14]2[N:15]=[C:16]([N:29]3[CH2:34][CH2:33][CH:32]([N:35]4[CH2:36][CH2:37][CH:38]([CH3:41])[CH2:39][CH2:40]4)[CH2:31][CH2:30]3)[N:17]=[C:18]([C:19]3[CH:20]=[C:21]([CH:25]=[CH:26][C:27]=3[CH3:28])[C:22]([NH:79][C:78]3[CH:80]=[CH:81][C:75]([F:74])=[CH:76][CH:77]=3)=[O:23])[C:13]=2[CH:12]=[CH:11][C:10]1=[O:42], predict the reactants needed to synthesize it. The reactants are: [F:1][C:2]1[CH:7]=[CH:6][CH:5]=[C:4]([F:8])[C:3]=1[N:9]1[C:14]2[N:15]=[C:16]([N:29]3[CH2:34][CH2:33][CH:32]([N:35]4[CH2:40][CH2:39][CH:38]([CH3:41])[CH2:37][CH2:36]4)[CH2:31][CH2:30]3)[N:17]=[C:18]([C:19]3[CH:20]=[C:21]([CH:25]=[CH:26][C:27]=3[CH3:28])[C:22](O)=[O:23])[C:13]=2[CH:12]=[CH:11][C:10]1=[O:42].CN(C(ON1N=NC2C=CC=CC1=2)=[N+](C)C)C.F[P-](F)(F)(F)(F)F.C(N(CC)CC)C.[F:74][C:75]1[CH:81]=[CH:80][C:78]([NH2:79])=[CH:77][CH:76]=1. (2) Given the product [Cl:15][C:16]1[CH:21]=[CH:20][C:19]([CH2:22][O:1][C:2]2[N:6]([C:7]3[CH:12]=[C:11]([C:13]#[N:14])[CH:10]=[CH:9][N:8]=3)[N:5]=[CH:4][CH:3]=2)=[CH:18][C:17]=1[C:24]([F:25])([F:26])[F:27], predict the reactants needed to synthesize it. The reactants are: [OH:1][C:2]1[N:6]([C:7]2[CH:12]=[C:11]([C:13]#[N:14])[CH:10]=[CH:9][N:8]=2)[N:5]=[CH:4][CH:3]=1.[Cl:15][C:16]1[CH:21]=[CH:20][C:19]([CH2:22]O)=[CH:18][C:17]=1[C:24]([F:27])([F:26])[F:25]. (3) The reactants are: Cl[C:2]1[CH:11]=[CH:10][C:9]2[C:4](=[C:5]([NH2:17])[N:6]=[C:7]3[CH:15]=[C:14]([CH3:16])[CH:13]=[CH:12][C:8]3=2)[N:3]=1.[F-:18].[K+].C1OCCOCCOCCOCCOCCOC1. Given the product [F:18][C:2]1[CH:11]=[CH:10][C:9]2[C:4](=[C:5]([NH2:17])[N:6]=[C:7]3[CH:15]=[C:14]([CH3:16])[CH:13]=[CH:12][C:8]3=2)[N:3]=1, predict the reactants needed to synthesize it.